From a dataset of Full USPTO retrosynthesis dataset with 1.9M reactions from patents (1976-2016). Predict the reactants needed to synthesize the given product. (1) The reactants are: Cl[C:2]1[C:3]2[CH2:17][CH2:16][CH2:15][C:4]=2[N:5]=[C:6]([C:8]2[CH:13]=[CH:12][CH:11]=[C:10]([Cl:14])[CH:9]=2)[N:7]=1.[C:18]1(C)[CH:23]=CC([Mg]Br)=[CH:20][CH:19]=1.[CH2:27]1[CH2:31][O:30][CH2:29][CH2:28]1. Given the product [Cl:14][C:10]1[CH:9]=[C:8]([C:6]2[N:7]=[C:2]([C:29]([C:28]3[CH:27]=[CH:31][C:19]([CH3:20])=[CH:18][CH:23]=3)=[O:30])[C:3]3[CH2:17][CH2:16][CH2:15][C:4]=3[N:5]=2)[CH:13]=[CH:12][CH:11]=1, predict the reactants needed to synthesize it. (2) Given the product [CH3:23][O:22][C:17]1[CH:18]=[CH:19][CH:20]=[CH:21][C:16]=1[C:13]1[CH:14]=[C:15]2[C:10](=[CH:11][CH:12]=1)[NH:9][C:8]([CH3:24])([CH3:25])[CH:7]=[C:6]2[CH2:5][NH:31][C:32]1[CH:37]=[CH:36][CH:35]=[CH:34][CH:33]=1, predict the reactants needed to synthesize it. The reactants are: C(S[CH2:5][C:6]1[C:15]2[C:10](=[CH:11][CH:12]=[C:13]([C:16]3[CH:21]=[CH:20][CH:19]=[CH:18][C:17]=3[O:22][CH3:23])[CH:14]=2)[NH:9][C:8]([CH3:25])([CH3:24])[CH:7]=1)C=C.BrCC1[C:37]2[C:32](=[CH:33][CH:34]=[C:35](C3C=CC=CC=3OC)[CH:36]=2)[NH:31]C(C)(C)C=1.C(=O)([O-])[O-].[K+].[K+].C(S)C=C. (3) Given the product [C:18]([N:21]1[C:32]2[C:24](=[C:25]3[C:29](=[CH:30][CH:31]=2)[NH:28][C:2]([C:3]([O:5][C:6]2[C:11]([F:12])=[C:10]([F:13])[CH:9]=[C:8]([F:14])[C:7]=2[F:15])=[O:4])=[CH:26]3)[CH2:23][CH2:22]1)(=[O:20])[NH2:19], predict the reactants needed to synthesize it. The reactants are: F[C:2](F)(F)[C:3]([O:5][C:6]1[C:11]([F:12])=[C:10]([F:13])[CH:9]=[C:8]([F:14])[C:7]=1[F:15])=[O:4].[C:18]([N:21]1[C:32]2[C:24](=[C:25]3[C:29](=[CH:30][CH:31]=2)[NH:28]C(C(O)=O)=[CH:26]3)[CH2:23][CH2:22]1)(=[O:20])[NH2:19].C(N(CC)CC)C. (4) Given the product [CH3:14][S:13]([C:3]1[O:4][C:5]2[C:10]([C:11](=[O:12])[C:2]=1[CH3:1])=[CH:9][CH:8]=[CH:7][CH:6]=2)=[O:23], predict the reactants needed to synthesize it. The reactants are: [CH3:1][C:2]1[C:11](=[O:12])[C:10]2[C:5](=[CH:6][CH:7]=[CH:8][CH:9]=2)[O:4][C:3]=1[S:13][CH3:14].C1C=C(Cl)C=C(C(OO)=[O:23])C=1. (5) Given the product [NH2:1][C:4]1[CH:9]=[CH:8][C:7]([C:10]2[N:14]([C:23]([O:25][C:26]([CH3:29])([CH3:28])[CH3:27])=[O:24])[NH:13][C:12](=[O:15])[CH:11]=2)=[CH:6][CH:5]=1, predict the reactants needed to synthesize it. The reactants are: [N+:1]([C:4]1[CH:9]=[CH:8][C:7]([C:10]2[NH:14][NH:13][C:12](=[O:15])[CH:11]=2)=[CH:6][CH:5]=1)([O-])=O.C(N(CC)CC)C.[C:23](O[C:23]([O:25][C:26]([CH3:29])([CH3:28])[CH3:27])=[O:24])([O:25][C:26]([CH3:29])([CH3:28])[CH3:27])=[O:24].O. (6) Given the product [Br:16][C:13]1[CH:14]=[CH:15][C:10]([NH:9][C:6]2[CH:5]=[CH:4][C:3]([CH2:2][NH:1][C:32]([C:29]3([NH:28][C:26](=[O:27])[O:25][C:21]([CH3:23])([CH3:22])[CH3:24])[CH2:31][CH2:30]3)=[O:33])=[N:8][CH:7]=2)=[C:11]([C:17]([F:20])([F:19])[F:18])[CH:12]=1, predict the reactants needed to synthesize it. The reactants are: [NH2:1][CH2:2][C:3]1[N:8]=[CH:7][C:6]([NH:9][C:10]2[CH:15]=[CH:14][C:13]([Br:16])=[CH:12][C:11]=2[C:17]([F:20])([F:19])[F:18])=[CH:5][CH:4]=1.[C:21]([O:25][C:26]([NH:28][C:29]1([C:32](O)=[O:33])[CH2:31][CH2:30]1)=[O:27])([CH3:24])([CH3:23])[CH3:22]. (7) Given the product [CH2:12]=[C:11]1[CH2:13][C:5]2[CH:25]=[CH:24][CH:23]=[CH:22][C:6]=2[CH2:7][O:8][N:9]([C:15]([O:17][C:18]([CH3:21])([CH3:20])[CH3:19])=[O:16])[CH2:10]1, predict the reactants needed to synthesize it. The reactants are: [In].[Cl-].[Li+].I[C:5]1[CH:25]=[CH:24][CH:23]=[CH:22][C:6]=1[CH2:7][O:8][N:9]([C:15]([O:17][C:18]([CH3:21])([CH3:20])[CH3:19])=[O:16])[CH2:10][C:11]([CH2:13]Cl)=[CH2:12].